This data is from Reaction yield outcomes from USPTO patents with 853,638 reactions. The task is: Predict the reaction yield, written as a fraction of the theoretical maximum amount of product (1.0 means a 100% yield; for example, 0.34 means a 34% yield). (1) The yield is 0.320. The catalyst is CO.C(Cl)Cl. The reactants are [F:1][C:2]([F:11])([F:10])[C:3]1[N:4]=[C:5]([C:8]#[N:9])[S:6][CH:7]=1.CO[Na].[NH4+:15].[Cl-]. The product is [F:11][C:2]([F:1])([F:10])[C:3]1[N:4]=[C:5]([C:8]([NH2:15])=[NH:9])[S:6][CH:7]=1. (2) The reactants are [N+](C1C=CC=CC=1S([N:13]1[CH2:19][CH2:18][CH2:17][N:16]2[N:20]=[C:21]([C:23]([NH:25][O:26][CH:27]3[CH2:32][CH2:31][CH2:30][CH2:29][O:28]3)=[O:24])[CH:22]=[C:15]2[CH2:14]1)(=O)=O)([O-])=O.C(=O)([O-])[O-].[Cs+].[Cs+].C1(S)C=CC=CC=1. The catalyst is C(#N)C. The product is [O:28]1[CH2:29][CH2:30][CH2:31][CH2:32][CH:27]1[O:26][NH:25][C:23]([C:21]1[CH:22]=[C:15]2[CH2:14][NH:13][CH2:19][CH2:18][CH2:17][N:16]2[N:20]=1)=[O:24]. The yield is 0.910. (3) The reactants are [CH2:1]([N:5]1[C:13]2[C:8](=[CH:9][C:10]([O:14][C:15]3[CH:20]=[CH:19][CH:18]=[CH:17][C:16]=3[CH2:21][C:22](O)=[O:23])=[CH:11][CH:12]=2)[CH:7]=[N:6]1)[CH:2]([CH3:4])[CH3:3].C1CN([P+](ON2N=NC3C=CC=CC2=3)(N2CCCC2)N2CCCC2)CC1.F[P-](F)(F)(F)(F)F.CCN(C(C)C)C(C)C.[N:67]1([C:73]2[CH:78]=[CH:77][C:76]([NH2:79])=[CH:75][CH:74]=2)[CH2:72][CH2:71][O:70][CH2:69][CH2:68]1.C(O)C(N)(CO)CO. The catalyst is C(Cl)(Cl)Cl. The product is [CH2:1]([N:5]1[C:13]2[C:8](=[CH:9][C:10]([O:14][C:15]3[CH:20]=[CH:19][CH:18]=[CH:17][C:16]=3[CH2:21][C:22]([NH:79][C:76]3[CH:75]=[CH:74][C:73]([N:67]4[CH2:68][CH2:69][O:70][CH2:71][CH2:72]4)=[CH:78][CH:77]=3)=[O:23])=[CH:11][CH:12]=2)[CH:7]=[N:6]1)[CH:2]([CH3:4])[CH3:3]. The yield is 0.400. (4) The product is [F:8][C:2]([F:9])([C:11]1[C:16]([F:17])=[CH:15][C:14]([C:18]([F:21])([F:19])[F:20])=[CH:13][N:12]=1)[C:3]([O:5][CH2:6][CH3:7])=[O:4]. The catalyst is CS(C)=O. The reactants are Br[C:2]([F:9])([F:8])[C:3]([O:5][CH2:6][CH3:7])=[O:4].Br[C:11]1[C:16]([F:17])=[CH:15][C:14]([C:18]([F:21])([F:20])[F:19])=[CH:13][N:12]=1. The yield is 0.830. (5) The reactants are [CH:1]1[C:6]([N+:7]([O-])=O)=[CH:5][CH:4]=[C:3]([Cl-]C([O-])=O)C=1.Cl.[Cl:15][C:16]1[C:23]([F:24])=[CH:22][CH:21]=[CH:20][C:17]=1[CH2:18][NH2:19].[CH3:25]CN(C(C)C)C(C)C.[Si:34]([O:41]C[C@@H](NC)CC=C)([C:37]([CH3:40])([CH3:39])[CH3:38])([CH3:36])[CH3:35].C1C[O:52][CH2:51]C1. No catalyst specified. The product is [Si:34]([O:41][CH2:1][C@@H:6]([N:7]([CH3:25])[C:51]([NH:19][CH2:18][C:17]1[CH:20]=[CH:21][CH:22]=[C:23]([F:24])[C:16]=1[Cl:15])=[O:52])[CH2:5][CH:4]=[CH2:3])([C:37]([CH3:38])([CH3:39])[CH3:40])([CH3:35])[CH3:36]. The yield is 0.760.